Dataset: Reaction yield outcomes from USPTO patents with 853,638 reactions. Task: Predict the reaction yield, written as a fraction of the theoretical maximum amount of product (1.0 means a 100% yield; for example, 0.34 means a 34% yield). The reactants are [F:1][C:2]1[C:3]([C:13]2[CH:18]=[CH:17][CH:16]=[CH:15][C:14]=2[F:19])=[N:4][C:5]2[C:10]([C:11]=1I)=[CH:9][CH:8]=[CH:7][CH:6]=2.CC(C)([O-])C.[Na+].[NH2:26][C:27]1[CH:32]=[CH:31][N:30]=[CH:29][CH:28]=1. The catalyst is C1(C)C=CC=CC=1.O. The product is [F:1][C:2]1[C:3]([C:13]2[CH:18]=[CH:17][CH:16]=[CH:15][C:14]=2[F:19])=[N:4][C:5]2[C:10]([C:11]=1[NH:26][C:27]1[CH:32]=[CH:31][N:30]=[CH:29][CH:28]=1)=[CH:9][CH:8]=[CH:7][CH:6]=2. The yield is 0.650.